From a dataset of Full USPTO retrosynthesis dataset with 1.9M reactions from patents (1976-2016). Predict the reactants needed to synthesize the given product. (1) The reactants are: [N+:1]([C:4]1[CH:12]=[C:11]2[C:7]([C:8]([O:13][C:14]3[C:22]4[C:17](=[CH:18][C:19]([N+:23]([O-])=O)=[CH:20][CH:21]=4)[NH:16][N:15]=3)=[N:9][NH:10]2)=[CH:6][CH:5]=1)([O-])=O. Given the product [NH2:23][C:19]1[CH:18]=[C:17]2[C:22]([C:14]([O:13][C:8]3[C:7]4[C:11](=[CH:12][C:4]([NH2:1])=[CH:5][CH:6]=4)[NH:10][N:9]=3)=[N:15][NH:16]2)=[CH:21][CH:20]=1, predict the reactants needed to synthesize it. (2) Given the product [F:1][C:2]1[C:24]([S:25]([CH:27]2[CH2:28][CH2:29][N:30]([CH:33]([CH3:35])[CH3:34])[CH2:31][CH2:32]2)(=[O:37])=[O:26])=[CH:23][C:5]2[C:6]3[N:7]([CH:11]=[C:12]([C:14]4[N:18]([CH:19]([CH3:20])[CH3:21])[N:17]=[C:16]([CH3:22])[N:15]=4)[N:13]=3)[CH2:8][CH2:9][O:10][C:4]=2[CH:3]=1, predict the reactants needed to synthesize it. The reactants are: [F:1][C:2]1[C:24]([S:25]([CH:27]2[CH2:32][CH2:31][N:30]([CH:33]([CH3:35])[CH3:34])[CH2:29][CH2:28]2)=[O:26])=[CH:23][C:5]2[C:6]3[N:7]([CH:11]=[C:12]([C:14]4[N:18]([CH:19]([CH3:21])[CH3:20])[N:17]=[C:16]([CH3:22])[N:15]=4)[N:13]=3)[CH2:8][CH2:9][O:10][C:4]=2[CH:3]=1.C(O)(C(F)(F)F)=[O:37].C1C=C(Cl)C=C(C(OO)=O)C=1. (3) Given the product [F:1][C:2]1[CH:8]=[C:7]([F:9])[CH:6]=[C:5]([CH3:10])[C:3]=1[NH2:4], predict the reactants needed to synthesize it. The reactants are: [F:1][C:2]1[CH:8]=[C:7]([F:9])[CH:6]=[C:5]([CH2:10]SC)[C:3]=1[NH2:4]. (4) Given the product [Br:1][C:2]1[CH:7]=[CH:6][C:5]([CH:8]([CH:20]2[CH2:24][CH2:23][CH2:22][CH2:21]2)[CH2:9]/[C:10](/[C:12]2[CH:13]=[CH:14][C:15](=[O:19])[N:16]([CH3:18])[CH:17]=2)=[N:26]\[OH:27])=[CH:4][CH:3]=1, predict the reactants needed to synthesize it. The reactants are: [Br:1][C:2]1[CH:7]=[CH:6][C:5]([CH:8]([CH:20]2[CH2:24][CH2:23][CH2:22][CH2:21]2)[CH2:9][C:10]([C:12]2[CH:13]=[CH:14][C:15](=[O:19])[N:16]([CH3:18])[CH:17]=2)=O)=[CH:4][CH:3]=1.Cl.[NH2:26][OH:27].C([O-])(O)=O.[Na+]. (5) Given the product [C:1]([C:3]1[CH:23]=[CH:22][C:6]2[N:7]([CH2:25][C:26]3[C:35]4[C:30](=[CH:31][CH:32]=[CH:33][CH:34]=4)[CH:29]=[CH:28][C:27]=3[CH3:36])[C:8](=[O:21])[C@@H:9]([NH:13][C:14](=[O:20])[O:15][C:16]([CH3:18])([CH3:19])[CH3:17])[C@H:10]([CH3:12])[NH:11][C:5]=2[CH:4]=1)#[N:2], predict the reactants needed to synthesize it. The reactants are: [C:1]([C:3]1[CH:23]=[CH:22][C:6]2[NH:7][C:8](=[O:21])[C@@H:9]([NH:13][C:14](=[O:20])[O:15][C:16]([CH3:19])([CH3:18])[CH3:17])[C@H:10]([CH3:12])[NH:11][C:5]=2[CH:4]=1)#[N:2].Cl[CH2:25][C:26]1[C:35]2[C:30](=[CH:31][CH:32]=[CH:33][CH:34]=2)[CH:29]=[CH:28][C:27]=1[CH3:36].C(=O)([O-])[O-]. (6) Given the product [CH3:39][O:38][C:36](=[O:37])[CH2:40][CH2:41][C:42]([NH:24][C:20]1[C:18]2[N:19]=[C:15]([NH:14][CH:11]3[CH2:12][CH2:13][N:8]([CH2:7][C:6]4[CH:25]=[C:26]([O:33][CH2:34][CH3:35])[C:27]([N:28]5[CH:32]=[CH:31][CH:30]=[CH:29]5)=[C:4]([O:3][CH2:1][CH3:2])[CH:5]=4)[CH2:9][CH2:10]3)[O:16][C:17]=2[CH:23]=[CH:22][CH:21]=1)=[O:43], predict the reactants needed to synthesize it. The reactants are: [CH2:1]([O:3][C:4]1[CH:5]=[C:6]([CH:25]=[C:26]([O:33][CH2:34][CH3:35])[C:27]=1[N:28]1[CH:32]=[CH:31][CH:30]=[CH:29]1)[CH2:7][N:8]1[CH2:13][CH2:12][CH:11]([NH:14][C:15]2[O:16][C:17]3[C:18](=[C:20]([NH2:24])[CH:21]=[CH:22][CH:23]=3)[N:19]=2)[CH2:10][CH2:9]1)[CH3:2].[C:36]([CH2:40][CH2:41][C:42](Cl)=[O:43])([O:38][CH3:39])=[O:37]. (7) Given the product [NH2:1][C:2]1[CH:3]=[C:4]2[C:8](=[CH:9][C:10]=1[NH2:11])[N:7]([CH2:18][CH2:19][O:20][CH3:21])[C:6](=[O:12])[C:5]2([CH3:14])[CH3:13], predict the reactants needed to synthesize it. The reactants are: [NH2:1][C:2]1[CH:3]=[C:4]2[C:8](=[CH:9][C:10]=1[NH2:11])[NH:7][C:6](=[O:12])[C:5]2([CH3:14])[CH3:13].[H-].[Na+].Br[CH2:18][CH2:19][O:20][CH3:21].O. (8) Given the product [Cl:32][C:27]1[CH:26]=[C:25]([C:23]2[CH:22]=[C:21]([CH3:33])[N:20]=[C:19]([N:17]3[CH:18]=[C:14]([C:12]4[S:13][C:9]([S:6]([NH2:5])(=[O:7])=[O:8])=[CH:10][N:11]=4)[N:15]=[CH:16]3)[N:24]=2)[CH:30]=[CH:29][C:28]=1[Cl:31], predict the reactants needed to synthesize it. The reactants are: C([NH:5][S:6]([C:9]1[S:13][C:12]([C:14]2[N:15]=[CH:16][N:17]([C:19]3[N:24]=[C:23]([C:25]4[CH:30]=[CH:29][C:28]([Cl:31])=[C:27]([Cl:32])[CH:26]=4)[CH:22]=[C:21]([CH3:33])[N:20]=3)[CH:18]=2)=[N:11][CH:10]=1)(=[O:8])=[O:7])(C)(C)C.C(O)(C(F)(F)F)=O.